This data is from Reaction yield outcomes from USPTO patents with 853,638 reactions. The task is: Predict the reaction yield, written as a fraction of the theoretical maximum amount of product (1.0 means a 100% yield; for example, 0.34 means a 34% yield). (1) The reactants are [H-].[Na+].C(O[C:6](=[O:22])[CH2:7][N:8]=[C:9]([C:16]1[CH:21]=[CH:20][CH:19]=[CH:18][CH:17]=1)[C:10]1[CH:15]=[CH:14][CH:13]=[CH:12][CH:11]=1)C.Br.[NH2:24][C:25]1[C:30]([CH2:31]Br)=[CH:29][C:28]([Br:33])=[CH:27][N:26]=1. The catalyst is CN(C=O)C. The product is [C:9](=[N:8][CH:7]1[CH2:31][C:30]2[C:25](=[N:26][CH:27]=[C:28]([Br:33])[CH:29]=2)[NH:24][C:6]1=[O:22])([C:10]1[CH:11]=[CH:12][CH:13]=[CH:14][CH:15]=1)[C:16]1[CH:17]=[CH:18][CH:19]=[CH:20][CH:21]=1. The yield is 0.560. (2) The reactants are [F:1][C:2]([F:17])([F:16])[O:3][C:4]1[CH:15]=[CH:14][C:7]([CH:8]=[C:9]([C:12]#[N:13])[C:10]#[N:11])=[CH:6][CH:5]=1.[CH3:18][Mg]Br.C(C(C(C1C=CC(Cl)=CC=1)C)(C#N)C#N)CC=C. The catalyst is O1CCCC1.[Cu]I. The product is [F:1][C:2]([F:16])([F:17])[O:3][C:4]1[CH:5]=[CH:6][C:7]([CH:8]([CH:9]([C:12]#[N:13])[C:10]#[N:11])[CH3:18])=[CH:14][CH:15]=1. The yield is 0.600. (3) The reactants are [C:1]([O:5][C:6](=[O:25])[N:7]([CH2:9][C:10]1[CH:14]=[C:13](Br)[N:12]([S:16]([C:19]2[CH:20]=[N:21][CH:22]=[CH:23][CH:24]=2)(=[O:18])=[O:17])[CH:11]=1)[CH3:8])([CH3:4])([CH3:3])[CH3:2].[F:26][C:27]1[CH:32]=[CH:31][CH:30]=[C:29]([O:33][CH3:34])[C:28]=1B(O)O.C(=O)([O-])O.[Na+].COCCOC. The catalyst is C1C=CC([P]([Pd]([P](C2C=CC=CC=2)(C2C=CC=CC=2)C2C=CC=CC=2)([P](C2C=CC=CC=2)(C2C=CC=CC=2)C2C=CC=CC=2)[P](C2C=CC=CC=2)(C2C=CC=CC=2)C2C=CC=CC=2)(C2C=CC=CC=2)C2C=CC=CC=2)=CC=1.O. The product is [C:1]([O:5][C:6](=[O:25])[N:7]([CH2:9][C:10]1[CH:14]=[C:13]([C:28]2[C:29]([O:33][CH3:34])=[CH:30][CH:31]=[CH:32][C:27]=2[F:26])[N:12]([S:16]([C:19]2[CH:20]=[N:21][CH:22]=[CH:23][CH:24]=2)(=[O:18])=[O:17])[CH:11]=1)[CH3:8])([CH3:4])([CH3:3])[CH3:2]. The yield is 0.210. (4) The reactants are [C:1]([O:4][CH2:5][C@@H:6]([NH:32][C:33]([O:35][CH2:36][C:37]1[CH:42]=[CH:41][CH:40]=[CH:39][CH:38]=1)=[O:34])[C:7]([N:9]1[CH2:13][CH2:12][CH2:11][C@H:10]1[C:14]([N:16]1[CH2:20][CH2:19][CH2:18][C@H:17]1[C:21]([NH:23][C@@H:24]([C@H:29]([OH:31])C)[C:25]([O:27][CH3:28])=[O:26])=[O:22])=[O:15])=[O:8])(=[O:3])[CH3:2].[CH3:43]N1CCOCC1.COC(=O)[C@@H](NC([C@@H]1CCCN1)=O)CO. The catalyst is C(Cl)Cl.CN(C=O)C. The product is [C:1]([O:4][C@@H:5]([CH3:43])[C@@H:6]([NH:32][C:33]([O:35][CH2:36][C:37]1[CH:38]=[CH:39][CH:40]=[CH:41][CH:42]=1)=[O:34])[C:7]([N:9]1[CH2:13][CH2:12][CH2:11][C@H:10]1[C:14]([N:16]1[CH2:20][CH2:19][CH2:18][C@H:17]1[C:21]([NH:23][C@@H:24]([CH2:29][OH:31])[C:25]([O:27][CH3:28])=[O:26])=[O:22])=[O:15])=[O:8])(=[O:3])[CH3:2]. The yield is 0.175. (5) The reactants are F[C:2]1[CH:9]=[CH:8][C:7]([CH2:10][CH2:11][C:12]2[NH:13][CH:14]=[C:15]([CH2:19][C:20]3[CH:21]=[N:22][C:23]([O:26][CH3:27])=[N:24][CH:25]=3)[C:16](=[O:18])[N:17]=2)=[CH:6][C:3]=1[C:4]#[N:5].[Cl:28][C:29]1[CH:34]=[CH:33][C:32]([OH:35])=[CH:31][C:30]=1[C:36]([F:39])([F:38])[F:37].C([O-])([O-])=O.[K+].[K+]. The catalyst is CN1C(=O)CCC1. The product is [Cl:28][C:29]1[CH:34]=[CH:33][C:32]([O:35][C:2]2[CH:9]=[CH:8][C:7]([CH2:10][CH2:11][C:12]3[NH:13][CH:14]=[C:15]([CH2:19][C:20]4[CH:21]=[N:22][C:23]([O:26][CH3:27])=[N:24][CH:25]=4)[C:16](=[O:18])[N:17]=3)=[CH:6][C:3]=2[C:4]#[N:5])=[CH:31][C:30]=1[C:36]([F:37])([F:38])[F:39]. The yield is 0.253. (6) The reactants are Cl.[CH:2]([N:5]1[C:13]2[C:8](=[CH:9][C:10]([C:14]3[O:18][N:17]=[C:16]([C:19]4[C:20]([CH3:29])=[C:21]5[C:26](=[CH:27][CH:28]=4)[CH2:25][NH:24][CH2:23][CH2:22]5)[N:15]=3)=[CH:11][CH:12]=2)[CH:7]=[N:6]1)([CH3:4])[CH3:3].Br[CH2:31][C:32]([O:34][C:35]([CH3:38])([CH3:37])[CH3:36])=[O:33]. No catalyst specified. The product is [C:35]([O:34][C:32](=[O:33])[CH2:31][N:24]1[CH2:23][CH2:22][C:21]2[C:26](=[CH:27][CH:28]=[C:19]([C:16]3[N:15]=[C:14]([C:10]4[CH:9]=[C:8]5[C:13](=[CH:12][CH:11]=4)[N:5]([CH:2]([CH3:4])[CH3:3])[N:6]=[CH:7]5)[O:18][N:17]=3)[C:20]=2[CH3:29])[CH2:25]1)([CH3:38])([CH3:37])[CH3:36]. The yield is 0.890.